This data is from Full USPTO retrosynthesis dataset with 1.9M reactions from patents (1976-2016). The task is: Predict the reactants needed to synthesize the given product. Given the product [NH2:24][C:20]1([CH3:23])[CH2:19][CH2:18][CH:17]([NH:16][C:15]2[C:14]3[C:9](=[CH:10][CH:11]=[C:12]([C:31]4[CH:36]=[C:35]([Cl:37])[C:34]([OH:38])=[C:33]([Cl:39])[CH:32]=4)[CH:13]=3)[N:8]=[CH:7][C:6]=2[C:4]([CH:1]2[CH2:2][CH2:3]2)=[O:5])[CH2:22][CH2:21]1, predict the reactants needed to synthesize it. The reactants are: [CH:1]1([C:4]([C:6]2[CH:7]=[N:8][C:9]3[C:14]([C:15]=2[NH:16][CH:17]2[CH2:22][CH2:21][C:20]([N:24](CC=C)CC=C)([CH3:23])[CH2:19][CH2:18]2)=[CH:13][C:12]([C:31]2[CH:36]=[C:35]([Cl:37])[C:34]([OH:38])=[C:33]([Cl:39])[CH:32]=2)=[CH:11][CH:10]=3)=[O:5])[CH2:3][CH2:2]1.